The task is: Predict the reactants needed to synthesize the given product.. This data is from Full USPTO retrosynthesis dataset with 1.9M reactions from patents (1976-2016). (1) Given the product [CH3:15][O:16][C:17]1[CH:18]=[C:19]([C:28]2[N:6]=[C:5]([C:4]3[C:3]([C:2]([F:13])([F:1])[F:14])=[N:12][CH:11]=[CH:10][CH:9]=3)[N:7]=[N:8][CH:29]=2)[CH:20]=[C:21]([N+:25]([O-:27])=[O:26])[C:22]=1[O:23][CH3:24], predict the reactants needed to synthesize it. The reactants are: [F:1][C:2]([F:14])([F:13])[C:3]1[N:12]=[CH:11][CH:10]=[CH:9][C:4]=1/[C:5](=[N:7]/[NH2:8])/[NH2:6].[CH3:15][O:16][C:17]1[CH:18]=[C:19]([C:28](=O)[CH:29]=O)[CH:20]=[C:21]([N+:25]([O-:27])=[O:26])[C:22]=1[O:23][CH3:24]. (2) Given the product [Cl:14][C:15]1[CH:16]=[CH:17][C:18]([C:24]#[N:25])=[C:19]([C:5]2[C:4]([O:3][CH:2]([F:13])[F:1])=[CH:9][N:8]=[C:7]([O:10][CH3:11])[CH:6]=2)[CH:20]=1, predict the reactants needed to synthesize it. The reactants are: [F:1][CH:2]([F:13])[O:3][C:4]1[C:5](I)=[CH:6][C:7]([O:10][CH3:11])=[N:8][CH:9]=1.[Cl:14][C:15]1[CH:16]=[CH:17][C:18]([C:24]#[N:25])=[C:19](B(O)O)[CH:20]=1. (3) Given the product [CH2:20]([N:19]([CH2:1][CH2:2][CH2:3][CH2:4][CH2:5][CH2:6][CH2:7][CH2:8][CH2:9][CH2:10][CH2:11][CH2:12][CH2:13][CH2:14][CH2:15][CH2:16][CH2:17][CH3:18])[CH:39]([CH3:40])[C:38]([O:42][CH3:43])=[O:41])[CH2:21][CH2:22][CH2:23][CH2:24][CH2:25][CH2:26][CH2:27][CH2:28][CH2:29][CH2:30][CH2:31][CH2:32][CH2:33][CH2:34][CH2:35][CH2:36][CH3:37], predict the reactants needed to synthesize it. The reactants are: [CH2:1]([NH:19][CH2:20][CH2:21][CH2:22][CH2:23][CH2:24][CH2:25][CH2:26][CH2:27][CH2:28][CH2:29][CH2:30][CH2:31][CH2:32][CH2:33][CH2:34][CH2:35][CH2:36][CH3:37])[CH2:2][CH2:3][CH2:4][CH2:5][CH2:6][CH2:7][CH2:8][CH2:9][CH2:10][CH2:11][CH2:12][CH2:13][CH2:14][CH2:15][CH2:16][CH2:17][CH3:18].[C:38]([O:42][CH3:43])(=[O:41])[CH:39]=[CH2:40]. (4) Given the product [F:1][C:2]1[CH:7]=[C:6]([N+:8]([O-:10])=[O:9])[CH:5]=[CH:4][C:3]=1[O:11][C:18](=[O:20])[CH3:19], predict the reactants needed to synthesize it. The reactants are: [F:1][C:2]1[CH:7]=[C:6]([N+:8]([O-:10])=[O:9])[CH:5]=[CH:4][C:3]=1[OH:11].N1C=CC=CC=1.[C:18](OC(=O)C)(=[O:20])[CH3:19].O. (5) Given the product [CH2:6]([O:5][P:4]([CH2:9][O:10][CH:11]([CH2:28][O:29][C:30]1[CH:31]=[CH:32][CH:33]=[CH:34][CH:35]=1)[CH2:12][N:13]1[C:21]([Br:43])=[N:20][C:19]2[C:14]1=[N:15][C:16]([O:23][CH2:24][CH2:25][O:26][CH3:27])=[N:17][C:18]=2[NH2:22])(=[O:8])[O:3][CH2:1][CH3:2])[CH3:7], predict the reactants needed to synthesize it. The reactants are: [CH2:1]([O:3][P:4]([CH2:9][O:10][CH:11]([CH2:28][O:29][C:30]1[CH:35]=[CH:34][CH:33]=[CH:32][CH:31]=1)[CH2:12][N:13]1[CH:21]=[N:20][C:19]2[C:14]1=[N:15][C:16]([O:23][CH2:24][CH2:25][O:26][CH3:27])=[N:17][C:18]=2[NH2:22])(=[O:8])[O:5][CH2:6][CH3:7])[CH3:2].C1C(=O)N([Br:43])C(=O)C1. (6) Given the product [NH2:3][C:4]1[C:11]([F:12])=[CH:10][C:7]([C:8]#[N:9])=[C:6]([O:2][CH3:1])[CH:5]=1, predict the reactants needed to synthesize it. The reactants are: [CH3:1][OH:2].[NH2:3][C:4]1[C:11]([F:12])=[CH:10][C:7]([C:8]#[N:9])=[C:6](F)[CH:5]=1. (7) The reactants are: [H-].[Na+].[OH:3][C:4]1[CH:9]=[CH:8][CH:7]=[CH:6][C:5]=1[C:10](=[O:12])[CH3:11].[CH3:13][O:14][CH2:15]Cl.C(=O)([O-])O.[Na+]. Given the product [CH3:13][O:14][CH2:15][O:3][C:4]1[CH:9]=[CH:8][CH:7]=[CH:6][C:5]=1[C:10](=[O:12])[CH3:11], predict the reactants needed to synthesize it. (8) The reactants are: [N+:1]([C:4]1[CH:5]=[C:6]([OH:10])[CH:7]=[CH:8][CH:9]=1)([O-:3])=[O:2].Cl[C:12]1[N:17]=[CH:16][CH:15]=[CH:14][N:13]=1.C(=O)([O-])[O-].[K+].[K+].C(OCC)(=O)C. Given the product [N+:1]([C:4]1[CH:5]=[C:6]([CH:7]=[CH:8][CH:9]=1)[O:10][C:12]1[N:17]=[CH:16][CH:15]=[CH:14][N:13]=1)([O-:3])=[O:2], predict the reactants needed to synthesize it. (9) Given the product [CH3:1][O:2][C:3]1[N:12]=[C:11]([O:13][CH2:14][C:15]([F:18])([F:16])[F:17])[CH:10]=[CH:9][C:4]=1[C:5]([OH:7])=[O:6], predict the reactants needed to synthesize it. The reactants are: [CH3:1][O:2][C:3]1[N:12]=[C:11]([O:13][CH2:14][C:15]([F:18])([F:17])[F:16])[CH:10]=[CH:9][C:4]=1[C:5]([O:7]C)=[O:6].[OH-].[Na+].Cl.O. (10) Given the product [F:7][C:8]([F:19])([F:20])[O:9][C:10]1[CH:15]=[CH:14][C:13]([C:2]2[Se:3][CH:4]=[CH:5][CH:6]=2)=[CH:12][CH:11]=1, predict the reactants needed to synthesize it. The reactants are: I[C:2]1[Se:3][CH:4]=[CH:5][CH:6]=1.[F:7][C:8]([F:20])([F:19])[O:9][C:10]1[CH:15]=[CH:14][C:13](B(O)O)=[CH:12][CH:11]=1.C(=O)([O-])[O-].[Na+].[Na+].